Dataset: Full USPTO retrosynthesis dataset with 1.9M reactions from patents (1976-2016). Task: Predict the reactants needed to synthesize the given product. (1) Given the product [F:7][CH:16]1[CH:15]2[CH2:17][CH:12]([CH:13]([C:28]([O:30][CH2:31][CH3:32])=[O:29])[N:14]2[C:18]([O:20][CH2:21][C:22]2[CH:27]=[CH:26][CH:25]=[CH:24][CH:23]=2)=[O:19])[CH2:11]1, predict the reactants needed to synthesize it. The reactants are: CCN(S(F)(F)[F:7])CC.O[CH:11]1[CH2:16][CH:15]2[CH2:17][CH:12]1[CH:13]([C:28]([O:30][CH2:31][CH3:32])=[O:29])[N:14]2[C:18]([O:20][CH2:21][C:22]1[CH:27]=[CH:26][CH:25]=[CH:24][CH:23]=1)=[O:19].OC1C2CC(C(C(OCC)=O)N2C(OCC2C=CC=CC=2)=O)C1. (2) Given the product [C:14]([CH2:13][O:12][C:5]1[C:6]2[C:11](=[CH:10][CH:9]=[CH:8][CH:7]=2)[C:2]([NH:1][C:20](=[O:21])[C:19]2[CH:23]=[C:24]([N:26]3[CH2:27][CH2:28][CH:29]([CH3:32])[CH2:30][CH2:31]3)[CH:25]=[C:17]([F:16])[CH:18]=2)=[CH:3][CH:4]=1)#[N:15], predict the reactants needed to synthesize it. The reactants are: [NH2:1][C:2]1[C:11]2[C:6](=[CH:7][CH:8]=[CH:9][CH:10]=2)[C:5]([O:12][CH2:13][C:14]#[N:15])=[CH:4][CH:3]=1.[F:16][C:17]1[CH:18]=[C:19]([CH:23]=[C:24]([N:26]2[CH2:31][CH2:30][CH:29]([CH3:32])[CH2:28][CH2:27]2)[CH:25]=1)[C:20](O)=[O:21].C(N(C(C)C)CC)(C)C.CN(C(ON1N=NC2C=CC=CC1=2)=[N+](C)C)C.F[P-](F)(F)(F)(F)F. (3) Given the product [CH3:1][C:2]1[C:6]([CH2:7][N:8]([C:9]2[CH:10]=[CH:11][C:12]([CH2:15][C:16](=[O:17])[NH:18][CH:19]([C:27]3[CH:32]=[CH:31][CH:30]=[CH:29][CH:28]=3)[C:20]3[CH:21]=[CH:22][C:23]([CH3:26])=[CH:24][CH:25]=3)=[CH:13][CH:14]=2)[CH2:35][C:36]([O:38][CH3:39])=[O:37])=[C:5]([CH3:33])[O:4][N:3]=1, predict the reactants needed to synthesize it. The reactants are: [CH3:1][C:2]1[C:6]([CH2:7][NH:8][C:9]2[CH:14]=[CH:13][C:12]([CH2:15][C:16]([NH:18][CH:19]([C:27]3[CH:32]=[CH:31][CH:30]=[CH:29][CH:28]=3)[C:20]3[CH:25]=[CH:24][C:23]([CH3:26])=[CH:22][CH:21]=3)=[O:17])=[CH:11][CH:10]=2)=[C:5]([CH3:33])[O:4][N:3]=1.Br[CH2:35][C:36]([O:38][CH3:39])=[O:37].C(=O)([O-])[O-].[Cs+].[Cs+]. (4) Given the product [Cl:27][C:23]1[C:14]([OH:15])=[C:13]([Cl:12])[CH:26]=[CH:25][C:24]=1[CH:30]=[O:31], predict the reactants needed to synthesize it. The reactants are: C([Li])(CC)C.C1CCCCC1.[Cl:12][C:13]1[CH:26]=[CH:25][CH:24]=[C:23]([Cl:27])[C:14]=1[O:15][Si](CC)(CC)CC.CN(C)[CH:30]=[O:31]. (5) Given the product [NH2:50][C@@H:46]([CH3:47])[C:45]([O:28][CH2:27][CH2:26][CH2:25][O:24][C:8]1[CH:9]=[CH:10][C:11]([C:13]2[CH:18]=[CH:17][CH:16]=[C:15]([S:19]([CH2:22][CH3:23])(=[O:21])=[O:20])[CH:14]=2)=[C:12]2[C:7]=1[NH:6][C:5]1[N:29]=[CH:30][C:2]([Cl:1])=[CH:3][C:4]2=1)=[O:56], predict the reactants needed to synthesize it. The reactants are: [Cl:1][C:2]1[CH:30]=[N:29][C:5]2[NH:6][C:7]3[C:12]([C:4]=2[CH:3]=1)=[C:11]([C:13]1[CH:18]=[CH:17][CH:16]=[C:15]([S:19]([CH2:22][CH3:23])(=[O:21])=[O:20])[CH:14]=1)[CH:10]=[CH:9][C:8]=3[O:24][CH2:25][CH2:26][CH2:27][OH:28].C(S(C1C=C(C2[C:47]3C4C=C(C)C=NC=4[NH:50][C:46]=3[C:45]([O:56]C[C@H](OC(=O)[C@H](C)N)C)=NC=2)C=CC=1)(=O)=O)C. (6) Given the product [NH2:20][C:21]1[CH:22]=[CH:23][CH:24]=[CH:25][C:15]=1[C:16]([NH:1][CH:2]1[CH2:7][CH2:6][N:5]([CH2:8][C:9]2[CH:14]=[CH:13][CH:12]=[CH:11][CH:10]=2)[CH2:4][CH2:3]1)=[O:17], predict the reactants needed to synthesize it. The reactants are: [NH2:1][CH:2]1[CH2:7][CH2:6][N:5]([CH2:8][C:9]2[CH:14]=[CH:13][CH:12]=[CH:11][CH:10]=2)[CH2:4][CH2:3]1.[C:15]12[C:21](=[CH:22][CH:23]=[CH:24][CH:25]=1)[NH:20]C(=O)O[C:16]2=[O:17]. (7) Given the product [CH2:7]([O:9][C:10]1[CH:24]=[CH:23][C:13]2[CH:14]3[CH2:20][CH2:19][CH:18]([CH:21]=[CH2:1])[CH2:17][CH:15]3[O:16][C:12]=2[C:11]=1[F:25])[CH3:8], predict the reactants needed to synthesize it. The reactants are: [CH3:1]C(C)([O-])C.[K+].[CH2:7]([O:9][C:10]1[CH:24]=[CH:23][C:13]2[CH:14]3[CH2:20][CH2:19][CH:18]([CH:21]=O)[CH2:17][CH:15]3[O:16][C:12]=2[C:11]=1[F:25])[CH3:8].O.Cl. (8) Given the product [C:18]([C:15]1[S:14][C:13]([NH:12][C:4]2[N:3]=[C:2]([N:37]3[CH2:38][CH2:39][CH2:40][CH:36]3[C:33]3[CH:34]=[CH:35][C:30]([CH3:29])=[CH:31][CH:32]=3)[N:7]=[C:6]([C:8]([O:10][CH3:11])=[O:9])[CH:5]=2)=[N:17][CH:16]=1)#[N:19], predict the reactants needed to synthesize it. The reactants are: Cl[C:2]1[N:7]=[C:6]([C:8]([O:10][CH3:11])=[O:9])[CH:5]=[C:4]([NH:12][C:13]2[S:14][C:15]([C:18]#[N:19])=[CH:16][N:17]=2)[N:3]=1.CCN(C(C)C)C(C)C.[CH3:29][C:30]1[CH:35]=[CH:34][C:33]([CH:36]2[CH2:40][CH2:39][CH2:38][NH:37]2)=[CH:32][CH:31]=1.CN1C(=O)CCC1. (9) Given the product [C:1]([CH2:4][CH2:5][C:6]1[C:18]([CH2:19][CH2:20][CH2:21][CH2:22][CH2:23][CH2:24][O:25][C:26]2[CH:31]=[C:30]([C:32]3[CH:36]=[CH:35][S:34][CH:33]=3)[CH:29]=[C:28]([C:37](=[O:41])[NH:38][CH2:40][CH3:42])[CH:27]=2)=[CH:17][CH:16]=[CH:15][C:7]=1[O:8][CH2:9][CH2:10][CH2:11][C:12]([OH:14])=[O:13])([OH:3])=[O:2], predict the reactants needed to synthesize it. The reactants are: [C:1]([CH2:4][CH2:5][C:6]1[C:18]([CH2:19][CH2:20][CH2:21][CH2:22][CH2:23][CH2:24][O:25][C:26]2[CH:31]=[C:30]([C:32]3[CH:36]=[CH:35][S:34][CH:33]=3)[CH:29]=[C:28]([C:37](=[O:41])[N:38]([CH3:40])C)[CH:27]=2)=[CH:17][CH:16]=[CH:15][C:7]=1[O:8][CH2:9][CH2:10][CH2:11][C:12]([OH:14])=[O:13])([OH:3])=[O:2].[CH2:42](OC(CCC1C(OCCCC(OCC)=O)=CC=CC=1CCCCCCOC1C=C(C=C(C2C=CSC=2)C=1)C(O)=O)=O)C.C(N)C.